This data is from Reaction yield outcomes from USPTO patents with 853,638 reactions. The task is: Predict the reaction yield, written as a fraction of the theoretical maximum amount of product (1.0 means a 100% yield; for example, 0.34 means a 34% yield). The reactants are O1C2C(=CC=CC=2)[C@H:4]([NH:11]C([C@@H]2CC3C(=CC([C@H]4C[C@@H](C(=O)N[C@H]5C6C(=CC=CC=6)CCC5)N(C(=O)[C@@H](NC(=O)[C@@H](NC)C)C(C)(C)C)C4)=CC=3)CN2C(=O)[C@@H](NC(=O)[C@@H](NC)C)C(C)(C)C)=O)[CH2:3][CH2:2]1.C(O[C:75]([N:77](C)[C@@H:78]([CH3:152])[C:79]([NH:81][C@@H:82]([C:148]([CH3:151])([CH3:150])[CH3:149])[C:83]([N:85]1[CH2:89][C@@H:88]([C:90]2[CH:99]=[C:98]3[C:93]([CH2:94][C@@H:95]([C:121](=[O:133])[NH:122][C@H:123]4[C:132]5[C:127](=[CH:128][CH:129]=[CH:130][CH:131]=5)[CH2:126][CH2:125][CH2:124]4)[N:96]([C:100](=[O:120])[C@@H:101]([NH:106][C:107](=[O:119])[C@@H:108]([N:110](C(OC(C)(C)C)=O)[CH3:111])[CH3:109])[C:102]([CH3:105])([CH3:104])[CH3:103])[CH2:97]3)=[CH:92][CH:91]=2)[CH2:87][C@H:86]1[C:134]([NH:136][C@@H:137]([CH2:141][C:142]1[CH:147]=[CH:146][CH:145]=[CH:144][CH:143]=1)[C:138](O)=[O:139])=[O:135])=[O:84])=[O:80])=O)(C)(C)C.CC1OC([C@@H](N)CC2C=CC=CC=2)=NC=1.C(O)(C(F)(F)F)=O. No catalyst specified. The product is [CH3:104][C:102]([CH3:103])([CH3:105])[C@H:101]([NH:106][C:107](=[O:119])[C@@H:108]([NH:110][CH3:111])[CH3:109])[C:100]([N:96]1[C@H:95]([C:121]([NH:122][C@H:123]2[C:132]3[C:127](=[CH:128][CH:129]=[CH:130][CH:131]=3)[CH2:126][CH2:125][CH2:124]2)=[O:133])[CH2:94][C:93]2[C:98](=[CH:99][C:90]([C@H:88]3[CH2:87][C@@H:86]([C:134](=[O:135])[NH:136][C@H:137]([C:138]4[O:139][C:3]([CH3:2])=[CH:4][N:11]=4)[CH2:141][C:142]4[CH:143]=[CH:144][CH:145]=[CH:146][CH:147]=4)[N:85]([C:83](=[O:84])[C@@H:82]([NH:81][C:79](=[O:80])[C@@H:78]([NH:77][CH3:75])[CH3:152])[C:148]([CH3:149])([CH3:151])[CH3:150])[CH2:89]3)=[CH:91][CH:92]=2)[CH2:97]1)=[O:120]. The yield is 0.400.